This data is from Catalyst prediction with 721,799 reactions and 888 catalyst types from USPTO. The task is: Predict which catalyst facilitates the given reaction. (1) The catalyst class is: 2. Product: [CH:51]([N:54]([CH2:55][CH:56]1[CH2:60][CH2:59][CH2:58][O:57]1)[C:2](=[O:3])[NH:1][C:4]1[CH:14]=[CH:13][C:12]([C:15]2[CH:16]=[C:17]3[C:23]([C:24]4[CH:29]=[CH:28][CH:27]=[CH:26][C:25]=4[O:30][CH3:31])=[CH:22][NH:21][C:18]3=[N:19][CH:20]=2)=[CH:11][C:5]=1[C:6]([N:8]([CH3:10])[CH3:9])=[O:7])([CH3:53])[CH3:52]. Reactant: [N:1]([C:4]1[CH:14]=[CH:13][C:12]([C:15]2[CH:16]=[C:17]3[C:23]([C:24]4[CH:29]=[CH:28][CH:27]=[CH:26][C:25]=4[O:30][CH3:31])=[CH:22][N:21](S(C4C=CC(C)=CC=4)(=O)=O)[C:18]3=[N:19][CH:20]=2)=[CH:11][C:5]=1[C:6]([N:8]([CH3:10])[CH3:9])=[O:7])=[C:2]=[O:3].C(N(CC)C(C)C)(C)C.[CH:51]([NH:54][CH2:55][CH:56]1[CH2:60][CH2:59][CH2:58][O:57]1)([CH3:53])[CH3:52]. (2) Reactant: [Cl:1][C:2]1[CH:7]=[CH:6][CH:5]=[CH:4][C:3]=1[CH:8]([O:10][C:11]([NH:13][C:14]1[C:15]([C:19]2[CH:32]=[CH:31][C:22]([CH2:23][S:24][CH2:25][CH2:26][C:27]([O:29][CH3:30])=[O:28])=[CH:21][CH:20]=2)=[N:16][O:17][CH:18]=1)=[O:12])[CH3:9].CCCCCC. Product: [Cl:1][C:2]1[CH:7]=[CH:6][CH:5]=[CH:4][C:3]=1[C@H:8]([O:10][C:11]([NH:13][C:14]1[C:15]([C:19]2[CH:32]=[CH:31][C:22]([CH2:23][S:24][CH2:25][CH2:26][C:27]([O:29][CH3:30])=[O:28])=[CH:21][CH:20]=2)=[N:16][O:17][CH:18]=1)=[O:12])[CH3:9]. The catalyst class is: 8.